This data is from Forward reaction prediction with 1.9M reactions from USPTO patents (1976-2016). The task is: Predict the product of the given reaction. (1) Given the reactants [F:1][CH:2]([F:32])[C:3]1[N:7]([C:8]2[N:13]=[C:12]([N:14]3[CH2:19][CH2:18][O:17][CH2:16][CH2:15]3)[N:11]=[C:10]([N:20]3[CH2:25][CH2:24][NH:23][CH2:22][CH2:21]3)[N:9]=2)[C:6]2[CH:26]=[CH:27][CH:28]=[C:29]([O:30][CH3:31])[C:5]=2[N:4]=1.CCN(C(C)C)C(C)C.[CH3:42][N:43]([CH3:48])[S:44](Cl)(=[O:46])=[O:45].O, predict the reaction product. The product is: [F:32][CH:2]([F:1])[C:3]1[N:7]([C:8]2[N:13]=[C:12]([N:14]3[CH2:15][CH2:16][O:17][CH2:18][CH2:19]3)[N:11]=[C:10]([N:20]3[CH2:25][CH2:24][N:23]([S:44]([N:43]([CH3:48])[CH3:42])(=[O:46])=[O:45])[CH2:22][CH2:21]3)[N:9]=2)[C:6]2[CH:26]=[CH:27][CH:28]=[C:29]([O:30][CH3:31])[C:5]=2[N:4]=1. (2) Given the reactants [F:1][C:2]([F:13])([F:12])[C@H:3]1[CH2:8][CH2:7][C@H:6]([C:9](O)=[O:10])[CH2:5][CH2:4]1, predict the reaction product. The product is: [F:1][C:2]([F:12])([F:13])[C@H:3]1[CH2:4][CH2:5][C@H:6]([CH2:9][OH:10])[CH2:7][CH2:8]1. (3) Given the reactants C(OC([NH:8][C:9]1[CH2:10][C:11]([C:33](=[O:49])[N:34]([CH2:38][CH2:39][CH2:40][O:41][Si](C(C)(C)C)(C)C)[CH2:35][CH2:36][CH3:37])=[CH:12][C:13]2[CH:19]=[CH:18][C:17]([C:20]3[CH:25]=[CH:24][C:23]([CH2:26][C:27]([O:29][CH2:30][CH2:31][F:32])=[O:28])=[CH:22][CH:21]=3)=[CH:16][C:14]=2[N:15]=1)=O)(C)(C)C, predict the reaction product. The product is: [NH2:8][C:9]1[CH2:10][C:11]([C:33](=[O:49])[N:34]([CH2:38][CH2:39][CH2:40][OH:41])[CH2:35][CH2:36][CH3:37])=[CH:12][C:13]2[CH:19]=[CH:18][C:17]([C:20]3[CH:25]=[CH:24][C:23]([CH2:26][C:27]([O:29][CH2:30][CH2:31][F:32])=[O:28])=[CH:22][CH:21]=3)=[CH:16][C:14]=2[N:15]=1.